From a dataset of Forward reaction prediction with 1.9M reactions from USPTO patents (1976-2016). Predict the product of the given reaction. (1) The product is: [CH3:25][C:2]1[CH:3]=[C:4]([C@H:16]([CH2:22][CH2:23][CH3:24])[CH2:17][C:18]([O:20][CH3:21])=[O:19])[CH:5]=[CH:6][C:7]=1[O:8][CH2:9][C:10]1[CH:15]=[CH:14][CH:13]=[CH:12][CH:11]=1. Given the reactants Br[C:2]1[CH:3]=[C:4]([C@H:16]([CH2:22][CH2:23][CH3:24])[CH2:17][C:18]([O:20][CH3:21])=[O:19])[CH:5]=[CH:6][C:7]=1[O:8][CH2:9][C:10]1[CH:15]=[CH:14][CH:13]=[CH:12][CH:11]=1.[C:25](=O)([O-])[O-].[K+].[K+].CB1OB(C)OB(C)O1, predict the reaction product. (2) Given the reactants [OH-:1].[Na+].[OH:3]O.[CH:5]([C:8]1[CH:13]=[CH:12]C=CC=1)([CH3:7])[CH3:6].[CH:14]1[C:27]2NC3C(=CC=CC=3)SC=2C=CC=1.[CH3:28][CH:29]=[CH:30][C:31](Cl)=[O:32], predict the reaction product. The product is: [C:8]([OH:3])(=[O:1])[C:5]([CH3:7])=[CH2:6].[CH:13]([O:1][O:32][C:31]1[CH:14]=[CH:27][CH:28]=[CH:29][CH:30]=1)([CH3:12])[CH3:8]. (3) Given the reactants C([O-])(=O)C.[O:5]=[C:6]1[C@@H:9]([NH3+:10])[CH2:8][NH:7]1.CCN(CC)CC.[C:18](Cl)(=[O:28])[CH2:19][CH2:20][CH2:21][CH2:22][CH2:23][CH2:24][CH2:25][CH2:26][CH3:27], predict the reaction product. The product is: [O:5]=[C:6]1[C@@H:9]([NH:10][C:18](=[O:28])[CH2:19][CH2:20][CH2:21][CH2:22][CH2:23][CH2:24][CH2:25][CH2:26][CH3:27])[CH2:8][NH:7]1. (4) Given the reactants [CH:1]1[CH2:6][CH2:5][CH:4]=[CH:3][CH:2]=1.[C:7]1([S:13](/[CH:16]=[CH:17]/[S:18]([C:21]2[CH:26]=[CH:25][CH:24]=[CH:23][CH:22]=2)(=[O:20])=[O:19])(=[O:15])=[O:14])[CH:12]=[CH:11][CH:10]=[CH:9][CH:8]=1, predict the reaction product. The product is: [C:7]1([S:13]([CH:16]2[CH:17]([S:18]([C:21]3[CH:22]=[CH:23][CH:24]=[CH:25][CH:26]=3)(=[O:20])=[O:19])[CH:3]3[CH2:4][CH2:5][CH:6]2[CH:1]=[CH:2]3)(=[O:14])=[O:15])[CH:8]=[CH:9][CH:10]=[CH:11][CH:12]=1. (5) Given the reactants [NH2:1][C:2]1[C:3]([C:14]([NH:16][C:17]2[C:18]([N:27]3[CH2:32][CH2:31][CH2:30][C@H:29]([NH2:33])[CH2:28]3)=[C:19]3[CH2:25][CH2:24][C@@H:23]([OH:26])[C:20]3=[N:21][CH:22]=2)=[O:15])=[N:4][C:5]2[C:10]([CH:11]=1)=[CH:9][CH:8]=[C:7]([CH2:12][CH3:13])[CH:6]=2.NC1C(C(NC2C(N3CCC[C@H](N)C3)=C3CC[C@H](O)C3=NC=2)=O)=NC2C(C=1)=CC=C(CC)C=2, predict the reaction product. The product is: [NH2:1][C:2]1[C:3]([C:14]([NH:16][C:17]2[C:18]([N:27]3[CH2:32][CH2:31][CH2:30][C@H:29]([NH2:33])[CH2:28]3)=[C:19]3[CH2:25][CH2:24][CH:23]([OH:26])[C:20]3=[N:21][CH:22]=2)=[O:15])=[N:4][C:5]2[C:10]([CH:11]=1)=[CH:9][CH:8]=[C:7]([CH2:12][CH3:13])[CH:6]=2.